Dataset: NCI-60 drug combinations with 297,098 pairs across 59 cell lines. Task: Regression. Given two drug SMILES strings and cell line genomic features, predict the synergy score measuring deviation from expected non-interaction effect. (1) Drug 1: CC1=C(C=C(C=C1)NC2=NC=CC(=N2)N(C)C3=CC4=NN(C(=C4C=C3)C)C)S(=O)(=O)N.Cl. Drug 2: C1CCC(C(C1)N)N.C(=O)(C(=O)[O-])[O-].[Pt+4]. Cell line: NCI-H460. Synergy scores: CSS=-0.733, Synergy_ZIP=0.573, Synergy_Bliss=-1.17, Synergy_Loewe=-8.15, Synergy_HSA=-4.23. (2) Drug 1: CC1CCC2CC(C(=CC=CC=CC(CC(C(=O)C(C(C(=CC(C(=O)CC(OC(=O)C3CCCCN3C(=O)C(=O)C1(O2)O)C(C)CC4CCC(C(C4)OC)OCCO)C)C)O)OC)C)C)C)OC. Drug 2: CCC1(C2=C(COC1=O)C(=O)N3CC4=CC5=C(C=CC(=C5CN(C)C)O)N=C4C3=C2)O.Cl. Cell line: OVCAR3. Synergy scores: CSS=14.1, Synergy_ZIP=-2.61, Synergy_Bliss=4.03, Synergy_Loewe=-7.55, Synergy_HSA=1.40. (3) Cell line: OVCAR-4. Synergy scores: CSS=-4.42, Synergy_ZIP=0.475, Synergy_Bliss=-1.48, Synergy_Loewe=-4.60, Synergy_HSA=-4.80. Drug 1: CC1C(C(CC(O1)OC2CC(CC3=C2C(=C4C(=C3O)C(=O)C5=C(C4=O)C(=CC=C5)OC)O)(C(=O)CO)O)N)O.Cl. Drug 2: COC1=C2C(=CC3=C1OC=C3)C=CC(=O)O2. (4) Drug 1: CN(C)C1=NC(=NC(=N1)N(C)C)N(C)C. Drug 2: C1C(C(OC1N2C=NC(=NC2=O)N)CO)O. Cell line: KM12. Synergy scores: CSS=2.67, Synergy_ZIP=-8.66, Synergy_Bliss=-15.3, Synergy_Loewe=-11.5, Synergy_HSA=-11.6. (5) Drug 1: C1CCC(CC1)NC(=O)N(CCCl)N=O. Drug 2: CS(=O)(=O)OCCCCOS(=O)(=O)C. Cell line: 786-0. Synergy scores: CSS=22.4, Synergy_ZIP=-5.43, Synergy_Bliss=-1.61, Synergy_Loewe=-0.990, Synergy_HSA=0.411. (6) Drug 1: CCCS(=O)(=O)NC1=C(C(=C(C=C1)F)C(=O)C2=CNC3=C2C=C(C=N3)C4=CC=C(C=C4)Cl)F. Drug 2: C1CN(CCN1C(=O)CCBr)C(=O)CCBr. Cell line: RPMI-8226. Synergy scores: CSS=2.82, Synergy_ZIP=-0.480, Synergy_Bliss=6.10, Synergy_Loewe=-7.83, Synergy_HSA=-3.08. (7) Synergy scores: CSS=0.532, Synergy_ZIP=-1.86, Synergy_Bliss=-3.49, Synergy_Loewe=-2.25, Synergy_HSA=-3.34. Drug 2: C1=CN(C=N1)CC(O)(P(=O)(O)O)P(=O)(O)O. Cell line: SNB-75. Drug 1: CC12CCC3C(C1CCC2O)C(CC4=C3C=CC(=C4)O)CCCCCCCCCS(=O)CCCC(C(F)(F)F)(F)F.